Dataset: NCI-60 drug combinations with 297,098 pairs across 59 cell lines. Task: Regression. Given two drug SMILES strings and cell line genomic features, predict the synergy score measuring deviation from expected non-interaction effect. (1) Drug 1: C(=O)(N)NO. Drug 2: CC1C(C(CC(O1)OC2CC(CC3=C2C(=C4C(=C3O)C(=O)C5=CC=CC=C5C4=O)O)(C(=O)C)O)N)O. Cell line: RXF 393. Synergy scores: CSS=43.0, Synergy_ZIP=-5.31, Synergy_Bliss=-5.60, Synergy_Loewe=-14.6, Synergy_HSA=-1.97. (2) Drug 2: C1=CC=C(C=C1)NC(=O)CCCCCCC(=O)NO. Cell line: TK-10. Synergy scores: CSS=21.7, Synergy_ZIP=-5.44, Synergy_Bliss=2.26, Synergy_Loewe=3.20, Synergy_HSA=4.37. Drug 1: CCC1=CC2CC(C3=C(CN(C2)C1)C4=CC=CC=C4N3)(C5=C(C=C6C(=C5)C78CCN9C7C(C=CC9)(C(C(C8N6C)(C(=O)OC)O)OC(=O)C)CC)OC)C(=O)OC.C(C(C(=O)O)O)(C(=O)O)O. (3) Drug 1: C1C(C(OC1N2C=NC3=C(N=C(N=C32)Cl)N)CO)O. Drug 2: CC1C(C(CC(O1)OC2CC(OC(C2O)C)OC3=CC4=CC5=C(C(=O)C(C(C5)C(C(=O)C(C(C)O)O)OC)OC6CC(C(C(O6)C)O)OC7CC(C(C(O7)C)O)OC8CC(C(C(O8)C)O)(C)O)C(=C4C(=C3C)O)O)O)O. Cell line: CAKI-1. Synergy scores: CSS=68.5, Synergy_ZIP=-3.10, Synergy_Bliss=-4.32, Synergy_Loewe=-7.63, Synergy_HSA=-1.16. (4) Drug 1: C1=CC(=CC=C1CCCC(=O)O)N(CCCl)CCCl. Drug 2: CCCS(=O)(=O)NC1=C(C(=C(C=C1)F)C(=O)C2=CNC3=C2C=C(C=N3)C4=CC=C(C=C4)Cl)F. Cell line: SK-OV-3. Synergy scores: CSS=6.22, Synergy_ZIP=-3.45, Synergy_Bliss=-5.04, Synergy_Loewe=-5.97, Synergy_HSA=-5.61. (5) Drug 1: CCC1(CC2CC(C3=C(CCN(C2)C1)C4=CC=CC=C4N3)(C5=C(C=C6C(=C5)C78CCN9C7C(C=CC9)(C(C(C8N6C=O)(C(=O)OC)O)OC(=O)C)CC)OC)C(=O)OC)O.OS(=O)(=O)O. Drug 2: CC1=C(C(CCC1)(C)C)C=CC(=CC=CC(=CC(=O)O)C)C. Cell line: SF-539. Synergy scores: CSS=15.1, Synergy_ZIP=-7.45, Synergy_Bliss=-4.39, Synergy_Loewe=-3.90, Synergy_HSA=-3.41. (6) Drug 1: C1=C(C(=O)NC(=O)N1)F. Drug 2: CC12CCC3C(C1CCC2OP(=O)(O)O)CCC4=C3C=CC(=C4)OC(=O)N(CCCl)CCCl.[Na+]. Cell line: A498. Synergy scores: CSS=48.0, Synergy_ZIP=-4.13, Synergy_Bliss=-8.50, Synergy_Loewe=-17.2, Synergy_HSA=-7.87.